Dataset: Forward reaction prediction with 1.9M reactions from USPTO patents (1976-2016). Task: Predict the product of the given reaction. (1) Given the reactants [C:1]([C@@H:3]1[CH2:10][CH2:9][C@@H:8]2[N:4]1[C:5](=[O:19])[C@H:6]([NH:11]C(=O)OC(C)(C)C)[CH2:7]2)#[N:2].C1(SC)C=CC=CC=1.[F:28][C:29]([F:34])([F:33])[C:30]([OH:32])=[O:31], predict the reaction product. The product is: [F:28][C:29]([F:34])([F:33])[C:30]([OH:32])=[O:31].[NH2:11][C@@H:6]1[CH2:7][C@H:8]2[N:4]([C@H:3]([C:1]#[N:2])[CH2:10][CH2:9]2)[C:5]1=[O:19]. (2) The product is: [Br:1][C:2]1[CH:3]=[CH:4][C:5]([CH2:19][CH3:20])=[C:6]([CH:8]2[C:10](=[O:9])[CH:11]([CH3:18])[O:12][C:13]([CH3:17])([CH3:16])[C:14]2=[O:15])[CH:7]=1. Given the reactants [Br:1][C:2]1[CH:3]=[CH:4][C:5]([CH2:19][CH3:20])=[C:6]([CH:8]2[C:10]3([C:14](=[O:15])[C:13]([CH3:17])([CH3:16])[O:12][CH:11]3[CH3:18])[O:9]2)[CH:7]=1, predict the reaction product. (3) Given the reactants [CH3:1][O:2][C:3]1[CH:25]=[CH:24][C:6](OC2C=C3C(=CC=2)OC(C2C=CC=CC=2)CC3)=[C:5]([N+:26]([O-:28])=[O:27])[CH:4]=1.[C:29]1([CH:35]2[CH2:44][C:43]3[C:38](=[CH:39][C:40]([OH:45])=[CH:41][CH:42]=3)[O:37][CH2:36]2)[CH:34]=[CH:33][CH:32]=[CH:31][CH:30]=1, predict the reaction product. The product is: [CH3:1][O:2][C:3]1[CH:25]=[CH:24][C:6]([O:45][C:40]2[CH:39]=[C:38]3[C:43]([CH2:44][CH:35]([C:29]4[CH:34]=[CH:33][CH:32]=[CH:31][CH:30]=4)[CH2:36][O:37]3)=[CH:42][CH:41]=2)=[C:5]([N+:26]([O-:28])=[O:27])[CH:4]=1. (4) Given the reactants [Cl:1][CH2:2][C@H:3]1[C:11]2[C:6](=[CH:7][C:8]([OH:16])=[C:9]3[S:14][CH:13]=[C:12]([CH3:15])[C:10]3=2)[N:5](C(OC(C)(C)C)=O)[CH2:4]1.C(Cl)(Cl)(Cl)Cl.CCN(C(C)C)C(C)C.[CH2:38]([O:45][P:46]([O-:55])[O:47][CH2:48][C:49]1[CH:54]=[CH:53][CH:52]=[CH:51][CH:50]=1)[C:39]1[CH:44]=[CH:43][CH:42]=[CH:41][CH:40]=1.FC(F)(F)C(O)=O, predict the reaction product. The product is: [P:46]([O:16][C:8]1[CH:7]=[C:6]2[C:11]([C@H:3]([CH2:2][Cl:1])[CH2:4][NH:5]2)=[C:10]2[C:12]([CH3:15])=[CH:13][S:14][C:9]=12)([O:45][CH2:38][C:39]1[CH:44]=[CH:43][CH:42]=[CH:41][CH:40]=1)([O:47][CH2:48][C:49]1[CH:54]=[CH:53][CH:52]=[CH:51][CH:50]=1)=[O:55]. (5) The product is: [OH:37][B:36]1[CH:19]([NH:18][C:17](=[O:49])[CH2:16][N:14]([CH3:15])[CH:11]2[CH2:12][CH2:13][NH:8][CH2:9][CH2:10]2)[CH2:20][C:21]2[CH:26]=[CH:25][CH:24]=[C:23]([C:27]([OH:29])=[O:28])[C:22]=2[O:44]1. Given the reactants C(OC([N:8]1[CH2:13][CH2:12][CH:11]([N:14]([CH2:16][C:17](=[O:49])[NH:18][CH:19]([B:36]2[O:44]C3C(C)(C4CC(C3)C4(C)C)[O:37]2)[CH2:20][C:21]2[CH:26]=[CH:25][CH:24]=[C:23]([C:27]([O:29]C(C)(C)C)=[O:28])[C:22]=2OC)[CH3:15])[CH2:10][CH2:9]1)=O)(C)(C)C.B(Cl)(Cl)Cl, predict the reaction product. (6) Given the reactants C(OC([NH:8][C@H:9]([C:11](O)=O)[CH3:10])=O)(C)(C)C.[CH3:14][O:15][C:16]1[CH:21]=[CH:20][CH:19]=[CH:18][C:17]=1[C@@H:22]([NH2:24])[CH3:23], predict the reaction product. The product is: [CH3:14][O:15][C:16]1[CH:21]=[CH:20][CH:19]=[CH:18][C:17]=1[C@@H:22]([NH:24][CH2:10][C@@H:9]([NH2:8])[CH3:11])[CH3:23]. (7) Given the reactants Cl[CH2:2][CH2:3][CH2:4][S:5]([N:8]1[CH2:13][CH2:12][CH:11]([C:14]2[C:22]3[C:17](=[C:18]([C:28]([NH2:30])=[O:29])[CH:19]=[C:20]([C:23]4[S:24][CH:25]=[CH:26][CH:27]=4)[CH:21]=3)[NH:16][N:15]=2)[CH2:10][CH2:9]1)(=[O:7])=[O:6].C([O-])([O-])=O.[K+].[K+].[I-].[Na+].[CH3:39][NH:40][CH3:41], predict the reaction product. The product is: [CH3:39][N:40]([CH3:41])[CH2:2][CH2:3][CH2:4][S:5]([N:8]1[CH2:13][CH2:12][CH:11]([C:14]2[C:22]3[C:17](=[C:18]([C:28]([NH2:30])=[O:29])[CH:19]=[C:20]([C:23]4[S:24][CH:25]=[CH:26][CH:27]=4)[CH:21]=3)[NH:16][N:15]=2)[CH2:10][CH2:9]1)(=[O:7])=[O:6]. (8) The product is: [F:1][C:2]([F:16])([F:15])[C:3]1[CH:14]=[C:6]2[C:7]([CH:12]=[O:13])=[CH:8][CH:9]=[C:10]([O:18][CH3:17])[N:5]2[N:4]=1. Given the reactants [F:1][C:2]([F:16])([F:15])[C:3]1[CH:14]=[C:6]2[C:7]([CH:12]=[O:13])=[CH:8][CH:9]=[C:10](I)[N:5]2[N:4]=1.[CH3:17][O-:18].[Na+], predict the reaction product. (9) Given the reactants C[O:2][C:3](=[O:33])[CH2:4][CH2:5][NH:6][C:7](=[O:32])[C:8]1[CH:13]=[CH:12][C:11]([CH:14]([O:22][C:23]2[CH:28]=[C:27]([CH3:29])[C:26](Br)=[C:25]([CH3:31])[CH:24]=2)[CH2:15][CH2:16][CH2:17][C:18]([F:21])([F:20])[F:19])=[CH:10][CH:9]=1.[C:34]([C:38]1[CH:43]=[CH:42][C:41](B(O)O)=[CH:40][CH:39]=1)([CH3:37])([CH3:36])[CH3:35], predict the reaction product. The product is: [C:34]([C:38]1[CH:43]=[CH:42][C:41]([C:26]2[C:25]([CH3:31])=[CH:24][C:23]([O:22][CH:14]([C:11]3[CH:10]=[CH:9][C:8]([C:7]([NH:6][CH2:5][CH2:4][C:3]([OH:2])=[O:33])=[O:32])=[CH:13][CH:12]=3)[CH2:15][CH2:16][CH2:17][C:18]([F:19])([F:20])[F:21])=[CH:28][C:27]=2[CH3:29])=[CH:40][CH:39]=1)([CH3:37])([CH3:36])[CH3:35]. (10) Given the reactants C[O:2][C:3](=O)[C:4]1[CH:9]=[CH:8][C:7]([C@@H:10]([NH:12][C:13]([CH:15]2[CH2:17][CH2:16]2)=[O:14])[CH3:11])=[CH:6][CH:5]=1.[Li], predict the reaction product. The product is: [CH:3]([C:4]1[CH:9]=[CH:8][C:7]([C@@H:10]([NH:12][C:13]([CH:15]2[CH2:17][CH2:16]2)=[O:14])[CH3:11])=[CH:6][CH:5]=1)=[O:2].